This data is from Reaction yield outcomes from USPTO patents with 853,638 reactions. The task is: Predict the reaction yield, written as a fraction of the theoretical maximum amount of product (1.0 means a 100% yield; for example, 0.34 means a 34% yield). The reactants are [F:1][C:2]1[CH:10]=[C:9]([F:11])[CH:8]=[C:7]2[C:3]=1[CH:4]=[N:5][N:6]2[CH3:12].[Li]CCCC.[Cl:18][C:19]1[CH:20]=[CH:21][C:22]2[N:23]([C:25]([C:28](=[O:30])[CH3:29])=[CH:26][N:27]=2)[N:24]=1. The catalyst is C1COCC1. The product is [Cl:18][C:19]1[CH:20]=[CH:21][C:22]2[N:23]([C:25]([C:28]([C:10]3[C:2]([F:1])=[C:3]4[C:7](=[CH:8][C:9]=3[F:11])[N:6]([CH3:12])[N:5]=[CH:4]4)([OH:30])[CH3:29])=[CH:26][N:27]=2)[N:24]=1. The yield is 0.410.